Dataset: Full USPTO retrosynthesis dataset with 1.9M reactions from patents (1976-2016). Task: Predict the reactants needed to synthesize the given product. (1) The reactants are: [OH-].[Na+].[O:3]([CH2:10][CH2:11][N:12]1[CH:16]=[C:15](/[CH:17]=[CH:18]/[C:19]([O:21]C)=[O:20])[CH:14]=[N:13]1)[C:4]1[CH:9]=[CH:8][CH:7]=[CH:6][CH:5]=1. Given the product [O:3]([CH2:10][CH2:11][N:12]1[CH:16]=[C:15](/[CH:17]=[CH:18]/[C:19]([OH:21])=[O:20])[CH:14]=[N:13]1)[C:4]1[CH:9]=[CH:8][CH:7]=[CH:6][CH:5]=1, predict the reactants needed to synthesize it. (2) Given the product [CH3:39][O:38][C:35]1[CH:34]=[CH:33][C:32]([CH2:31][N:8]([CH2:7][C:6]2[CH:5]=[CH:4][C:3]([O:2][CH3:1])=[CH:41][CH:40]=2)[C:9]2[N:14]=[C:13]([CH3:15])[N:12]=[C:11]([C:16]3[C:17]([NH:23][C:24]4[CH:25]=[CH:26][C:27]([NH:30][C:48](=[O:50])[CH3:49])=[N:28][CH:29]=4)=[N:18][CH:19]=[C:20]([Cl:22])[CH:21]=3)[N:10]=2)=[CH:37][CH:36]=1, predict the reactants needed to synthesize it. The reactants are: [CH3:1][O:2][C:3]1[CH:41]=[CH:40][C:6]([CH2:7][N:8]([CH2:31][C:32]2[CH:37]=[CH:36][C:35]([O:38][CH3:39])=[CH:34][CH:33]=2)[C:9]2[N:14]=[C:13]([CH3:15])[N:12]=[C:11]([C:16]3[C:17]([NH:23][C:24]4[CH:25]=[CH:26][C:27]([NH2:30])=[N:28][CH:29]=4)=[N:18][CH:19]=[C:20]([Cl:22])[CH:21]=3)[N:10]=2)=[CH:5][CH:4]=1.N1C=CC=CC=1.[C:48](OC(=O)C)(=[O:50])[CH3:49].